Dataset: Retrosynthesis with 50K atom-mapped reactions and 10 reaction types from USPTO. Task: Predict the reactants needed to synthesize the given product. (1) Given the product COc1ccccc1-c1n[nH]c2nc(NCCCN(C)C)ncc12, predict the reactants needed to synthesize it. The reactants are: CN(C)CCCN.COc1ccccc1-c1n[nH]c2nc(Cl)ncc12. (2) Given the product COc1cc2nccc(Oc3ccc(C(=O)c4ccccc4C)cc3)c2cc1OC, predict the reactants needed to synthesize it. The reactants are: COc1cc2nccc(Cl)c2cc1OC.Cc1ccccc1C(=O)c1ccc(O)cc1. (3) Given the product Cc1ccc(-c2ncc[nH]2)cc1NC(=O)c1ccc(OCc2cc(N3CCOCC3)ccn2)cc1, predict the reactants needed to synthesize it. The reactants are: C1COCCN1.Cc1ccc(-c2ncc[nH]2)cc1NC(=O)c1ccc(OCc2cc(Cl)ccn2)cc1. (4) The reactants are: COc1ccc2c(c1/C=C\CCN1CCN(C(=O)OC(C)(C)C)CC1)O/C(=C\c1n[nH]c3ccccc13)C2=O. Given the product COc1ccc2c(c1/C=C\CCN1CCNCC1)O/C(=C\c1n[nH]c3ccccc13)C2=O, predict the reactants needed to synthesize it. (5) Given the product O=Cc1cnc2n1CCCC2, predict the reactants needed to synthesize it. The reactants are: Brc1cnc2n1CCCC2.CN(C)C=O. (6) Given the product COc1ccc2c(OCC[C@@H]3NC(=O)N(C)CCCCC=C[C@@H]4C[C@@]4(C(=O)O)NC3=O)cc(-c3nc(C(C)C)cs3)nc2c1C, predict the reactants needed to synthesize it. The reactants are: CCOC(=O)[C@@]12C[C@H]1C=CCCCCN(C)C(=O)N[C@@H](CCOc1cc(-c3nc(C(C)C)cs3)nc3c(C)c(OC)ccc13)C(=O)N2. (7) Given the product CC(C)(C)OC(=O)N(CCN)CCN(Cc1ccc(F)cc1)C(=O)OC(C)(C)C, predict the reactants needed to synthesize it. The reactants are: CC(C)(C)OC(=O)N(CCN(Cc1ccc(F)cc1)C(=O)OC(C)(C)C)CCN1C(=O)c2ccccc2C1=O.